From a dataset of Full USPTO retrosynthesis dataset with 1.9M reactions from patents (1976-2016). Predict the reactants needed to synthesize the given product. Given the product [Br:1][C:2]1[CH:3]=[C:4]([S:14][CH3:13])[C:5]2[N:6]([C:8]([I:11])=[CH:9][N:10]=2)[N:7]=1, predict the reactants needed to synthesize it. The reactants are: [Br:1][C:2]1[CH:3]=[C:4](Br)[C:5]2[N:6]([C:8]([I:11])=[CH:9][N:10]=2)[N:7]=1.[CH3:13][S-:14].[Na+].O.O.